The task is: Predict the reactants needed to synthesize the given product.. This data is from Full USPTO retrosynthesis dataset with 1.9M reactions from patents (1976-2016). (1) Given the product [CH3:33][C:34]1([CH:35]=[O:36])[CH2:37][CH2:16][C:15]([C:12]2[CH:13]=[CH:14][C:9]([O:8][CH2:1][C:2]3[CH:3]=[CH:4][CH:5]=[CH:6][CH:7]=3)=[CH:10][CH:11]=2)=[C:17]([C:19]2[CH:20]=[CH:21][C:22]([O:25][CH2:26][C:27]3[CH:28]=[CH:29][CH:30]=[CH:31][CH:32]=3)=[CH:23][CH:24]=2)[CH2:18]1, predict the reactants needed to synthesize it. The reactants are: [CH2:1]([O:8][C:9]1[CH:14]=[CH:13][C:12]([C:15]([C:17]([C:19]2[CH:24]=[CH:23][C:22]([O:25][CH2:26][C:27]3[CH:32]=[CH:31][CH:30]=[CH:29][CH:28]=3)=[CH:21][CH:20]=2)=[CH2:18])=[CH2:16])=[CH:11][CH:10]=1)[C:2]1[CH:7]=[CH:6][CH:5]=[CH:4][CH:3]=1.[CH3:33][C:34](=[CH2:37])[CH:35]=[O:36].B(F)(F)F. (2) Given the product [F:38][C:37]([F:40])([F:39])[C:35]([OH:41])=[O:36].[NH2:7][CH:8]([CH:28]1[CH2:29][CH2:30][CH2:31][CH2:32][CH2:33]1)[C:9]([N:11]1[CH2:15][CH2:14][CH2:13][C@H:12]1[C:16]1[N:17]=[N:18][N:19]([CH2:21][C:22]2[CH:27]=[CH:26][CH:25]=[CH:24][CH:23]=2)[N:20]=1)=[O:10], predict the reactants needed to synthesize it. The reactants are: C(OC(=O)[NH:7][CH:8]([CH:28]1[CH2:33][CH2:32][CH2:31][CH2:30][CH2:29]1)[C:9]([N:11]1[CH2:15][CH2:14][CH2:13][C@H:12]1[C:16]1[N:17]=[N:18][N:19]([CH2:21][C:22]2[CH:27]=[CH:26][CH:25]=[CH:24][CH:23]=2)[N:20]=1)=[O:10])(C)(C)C.[C:35]([OH:41])([C:37]([F:40])([F:39])[F:38])=[O:36].